From a dataset of Peptide-MHC class II binding affinity with 134,281 pairs from IEDB. Regression. Given a peptide amino acid sequence and an MHC pseudo amino acid sequence, predict their binding affinity value. This is MHC class II binding data. The peptide sequence is EKKYFAATQFEPEAA. The MHC is HLA-DQA10101-DQB10501 with pseudo-sequence HLA-DQA10101-DQB10501. The binding affinity (normalized) is 0.485.